From a dataset of Catalyst prediction with 721,799 reactions and 888 catalyst types from USPTO. Predict which catalyst facilitates the given reaction. (1) Reactant: [C:1]1([CH3:17])[CH:6]=[CH:5][C:4]([S:7]([N:10]2[CH:14]=[CH:13][C:12]([CH2:15][OH:16])=[CH:11]2)(=[O:9])=[O:8])=[CH:3][CH:2]=1.CCCCCC.C(OCC)(=O)C. Product: [C:1]1([CH3:17])[CH:2]=[CH:3][C:4]([S:7]([N:10]2[CH:14]=[CH:13][C:12]([CH:15]=[O:16])=[CH:11]2)(=[O:9])=[O:8])=[CH:5][CH:6]=1. The catalyst class is: 428. (2) Reactant: [C:1]([O:5][C:6](=[O:16])[NH:7][CH2:8][C:9]1[CH:14]=[CH:13][C:12]([Br:15])=[CH:11][CH:10]=1)([CH3:4])([CH3:3])[CH3:2].[H-].[Na+].Br[CH2:20][CH2:21][CH2:22][F:23]. Product: [C:1]([O:5][C:6](=[O:16])[N:7]([CH2:8][C:9]1[CH:10]=[CH:11][C:12]([Br:15])=[CH:13][CH:14]=1)[CH2:20][CH2:21][CH2:22][F:23])([CH3:4])([CH3:2])[CH3:3]. The catalyst class is: 3. (3) Reactant: [C:1]1([C@H:7]2[C@@H:11]([C:12]3[CH:17]=[CH:16][CH:15]=[CH:14][CH:13]=3)[N:10]([C:18]([O:20][C:21]([CH3:24])([CH3:23])[CH3:22])=[O:19])[C:9](SC)=[N:8]2)[CH:6]=[CH:5][CH:4]=[CH:3][CH:2]=1.[CH3:27][NH:28][CH2:29][C:30]1[CH:35]=[CH:34][CH:33]=[CH:32][CH:31]=1.CO. Product: [C:21]([O:20][C:18]([N:10]1[C@H:11]([C:12]2[CH:17]=[CH:16][CH:15]=[CH:14][CH:13]=2)[C@H:7]([C:1]2[CH:6]=[CH:5][CH:4]=[CH:3][CH:2]=2)[N:8]=[C:9]1[N:28]([CH2:29][C:30]1[CH:35]=[CH:34][CH:33]=[CH:32][CH:31]=1)[CH3:27])=[O:19])([CH3:24])([CH3:23])[CH3:22]. The catalyst class is: 4. (4) Reactant: [C:1]1(C2C=CC=CC=2)[CH:6]=[CH:5][CH:4]=[C:3]([NH:7]C(=O)CCCCCNC(=O)CCBr)[CH:2]=1.C([C@@H]1NC2C(=CC=CC=2)N[C:35]1=[O:44])C1C=CC=CC=1.[Br:45][C:46]1[CH:47]=[C:48]([S:52](Cl)(=[O:54])=[O:53])[CH:49]=[CH:50][CH:51]=1.[CH2:56]([O:63]CC(Cl)=O)C1C=CC=CC=1. Product: [Br:45][C:46]1[CH:47]=[C:48]([S:52]([NH:7][C:3]2[CH:4]=[CH:5][C:6]([O:63][CH3:56])=[C:1]([O:44][CH3:35])[CH:2]=2)(=[O:54])=[O:53])[CH:49]=[CH:50][CH:51]=1. The catalyst class is: 142. (5) Reactant: [F:1][C:2]([F:18])([F:17])[C:3]1[NH:4][CH2:5][C:6]([C:14](O)=[O:15])(C2C=CC=CC=2)[N:7]=1.Cl.Cl.[OH:21][CH2:22][C:23]1[CH:24]=[C:25]([N:29]2[CH2:34][CH2:33][NH:32][CH2:31][CH2:30]2)[CH:26]=[CH:27][CH:28]=1.Cl.CN(C)CCCN=C=NCC.O.ON1[C:53]2[CH:54]=[CH:55][CH:56]=[CH:57][C:52]=2N=N1. Product: [OH:21][CH2:22][C:23]1[CH:24]=[C:25]([N:29]2[CH2:34][CH2:33][N:32]([C:14]([C:6]3[NH:7][C:3]([C:2]([F:18])([F:1])[F:17])=[N:4][C:5]=3[C:52]3[CH:57]=[CH:56][CH:55]=[CH:54][CH:53]=3)=[O:15])[CH2:31][CH2:30]2)[CH:26]=[CH:27][CH:28]=1. The catalyst class is: 236. (6) Reactant: I[C:2]1[C:10]2[C:5](=[N:6][CH:7]=[N:8][C:9]=2[NH2:11])[N:4]([C@H:12]2[CH2:17][CH2:16][C@H:15]([N:18]3[CH2:23][CH2:22][N:21]([CH3:24])[CH2:20][CH2:19]3)[CH2:14][CH2:13]2)[N:3]=1.[CH2:25]([O:32][C:33]1[CH:38]=[CH:37][C:36](B(O)O)=[CH:35][CH:34]=1)[C:26]1[CH:31]=[CH:30][CH:29]=[CH:28][CH:27]=1.C(=O)([O-])[O-].[Na+].[Na+]. Product: [CH2:25]([O:32][C:33]1[CH:38]=[CH:37][C:36]([C:2]2[C:10]3[C:5](=[N:6][CH:7]=[N:8][C:9]=3[NH2:11])[N:4]([C@H:12]3[CH2:17][CH2:16][C@H:15]([N:18]4[CH2:23][CH2:22][N:21]([CH3:24])[CH2:20][CH2:19]4)[CH2:14][CH2:13]3)[N:3]=2)=[CH:35][CH:34]=1)[C:26]1[CH:31]=[CH:30][CH:29]=[CH:28][CH:27]=1. The catalyst class is: 108.